This data is from Reaction yield outcomes from USPTO patents with 853,638 reactions. The task is: Predict the reaction yield, written as a fraction of the theoretical maximum amount of product (1.0 means a 100% yield; for example, 0.34 means a 34% yield). (1) The reactants are [Cl:1][C:2]1[N:7]=[C:6]([CH2:8][C:9]([C:12]2[CH:17]=[CH:16][C:15]([F:18])=[CH:14][CH:13]=2)=[N:10]O)[CH:5]=[CH:4][CH:3]=1.FC(F)(F)C(OC(=O)C(F)(F)F)=O.C(N(CC)CC)C. The catalyst is COCCOC.[Fe](Cl)Cl. The product is [Cl:1][C:2]1[N:7]2[N:10]=[C:9]([C:12]3[CH:17]=[CH:16][C:15]([F:18])=[CH:14][CH:13]=3)[CH:8]=[C:6]2[CH:5]=[CH:4][CH:3]=1. The yield is 0.680. (2) The reactants are C([O:8][NH:9][C:10](=[O:45])[CH2:11][CH2:12][CH2:13][CH2:14][CH2:15][NH:16][C:17](=[O:44])[C@@H:18]([NH:29][C:30](=[O:43])[CH2:31][CH2:32][CH2:33][C:34]1[C:42]2[C:37](=[CH:38][CH:39]=[CH:40][CH:41]=2)[NH:36][CH:35]=1)[CH2:19][C:20]1[C:28]2[C:23](=[CH:24][CH:25]=[CH:26][CH:27]=2)[NH:22][CH:21]=1)C1C=CC=CC=1. The catalyst is C(O)C.[Pd]. The product is [OH:8][NH:9][C:10](=[O:45])[CH2:11][CH2:12][CH2:13][CH2:14][CH2:15][NH:16][C:17](=[O:44])[C@@H:18]([NH:29][C:30](=[O:43])[CH2:31][CH2:32][CH2:33][C:34]1[C:42]2[C:37](=[CH:38][CH:39]=[CH:40][CH:41]=2)[NH:36][CH:35]=1)[CH2:19][C:20]1[C:28]2[C:23](=[CH:24][CH:25]=[CH:26][CH:27]=2)[NH:22][CH:21]=1. The yield is 0.410. (3) The reactants are [CH:1]1[C:11]2[C:10]3[CH:12]=[CH:13][CH:14]=[CH:15][C:9]=3[C:8](=[O:16])[O:7][C:6](=[O:17])[C:5]=2[CH:4]=[CH:3][CH:2]=1.[CH:18]([OH:21])([CH3:20])[CH3:19]. No catalyst specified. The product is [CH:18]([O:21][C:8]([C:9]1[CH:15]=[CH:14][CH:13]=[CH:12][C:10]=1[C:11]1[C:5]([C:6]([OH:17])=[O:7])=[CH:4][CH:3]=[CH:2][CH:1]=1)=[O:16])([CH3:20])[CH3:19]. The yield is 0.760. (4) The reactants are [C:1]([C:4]1[C:5]([F:33])=[CH:6][C:7]([F:32])=[C:8]([C@:10]2([CH3:31])[CH2:15][C@@H:14]([C:16]3[C:17]([CH3:22])=[N:18][O:19][C:20]=3[CH3:21])[S:13][C:12]([NH:23]C(=O)OC(C)(C)C)=[N:11]2)[CH:9]=1)(=[O:3])[CH3:2].C(O)(C(F)(F)F)=O. The catalyst is C(Cl)Cl. The product is [NH2:23][C:12]1[S:13][C@H:14]([C:16]2[C:17]([CH3:22])=[N:18][O:19][C:20]=2[CH3:21])[CH2:15][C@:10]([C:8]2[C:7]([F:32])=[CH:6][C:5]([F:33])=[C:4]([C:1](=[O:3])[CH3:2])[CH:9]=2)([CH3:31])[N:11]=1. The yield is 0.597. (5) The reactants are [CH2:1]([CH:19]1[CH2:24][C:23](=[O:25])[O:22][C:20]1=O)[CH2:2][CH2:3][CH2:4][CH2:5][CH2:6][CH2:7][CH2:8][CH2:9][CH2:10][CH2:11][CH2:12][CH2:13][CH2:14][CH2:15][CH2:16][CH2:17][CH3:18].[CH2:26]([CH2:28][NH2:29])[OH:27]. No catalyst specified. The product is [OH:27][CH2:26][CH2:28][N:29]1[C:23](=[O:25])[CH2:24][CH:19]([CH2:1][CH2:2][CH2:3][CH2:4][CH2:5][CH2:6][CH2:7][CH2:8][CH2:9][CH2:10][CH2:11][CH2:12][CH2:13][CH2:14][CH2:15][CH2:16][CH2:17][CH3:18])[C:20]1=[O:22]. The yield is 0.540. (6) The reactants are [C:1]1([CH2:7][NH:8][C:9]([CH:11]([C:17]([O:19]CC)=O)[C:12]([O:14][CH2:15][CH3:16])=[O:13])=[O:10])[CH:6]=[CH:5][CH:4]=[CH:3][CH:2]=1.[H-].[Na+].[CH3:24][O:25][C:26]1[CH:35]=[C:34]([O:36][CH3:37])[CH:33]=[CH:32][C:27]=1[CH2:28][N:29]=[C:30]=[O:31].Cl. The catalyst is O1CCCC1. The product is [CH3:24][O:25][C:26]1[CH:35]=[C:34]([O:36][CH3:37])[CH:33]=[CH:32][C:27]=1[CH2:28][N:29]1[C:17]([OH:19])=[C:11]([C:12]([O:14][CH2:15][CH3:16])=[O:13])[C:9](=[O:10])[N:8]([CH2:7][C:1]2[CH:2]=[CH:3][CH:4]=[CH:5][CH:6]=2)[C:30]1=[O:31]. The yield is 0.390. (7) The reactants are [C:9](O[C:9]([O:11][C:12]([CH3:15])([CH3:14])[CH3:13])=[O:10])([O:11][C:12]([CH3:15])([CH3:14])[CH3:13])=[O:10].[CH2:16]([N:23]1[CH2:28][CH2:27][CH:26]([NH:29][CH2:30][C:31]2[N:32]=[CH:33][NH:34][CH:35]=2)[CH2:25][CH2:24]1)[C:17]1[CH:22]=[CH:21][CH:20]=[CH:19][CH:18]=1.O.NN. The catalyst is C(O)C. The product is [C:12]([O:11][C:9](=[O:10])[N:29]([CH:26]1[CH2:27][CH2:28][N:23]([CH2:16][C:17]2[CH:22]=[CH:21][CH:20]=[CH:19][CH:18]=2)[CH2:24][CH2:25]1)[CH2:30][C:31]1[N:32]=[CH:33][NH:34][CH:35]=1)([CH3:13])([CH3:14])[CH3:15]. The yield is 0.420.